From a dataset of NCI-60 drug combinations with 297,098 pairs across 59 cell lines. Regression. Given two drug SMILES strings and cell line genomic features, predict the synergy score measuring deviation from expected non-interaction effect. (1) Drug 1: C1=CC(=CC=C1CC(C(=O)O)N)N(CCCl)CCCl.Cl. Drug 2: C1CN(P(=O)(OC1)NCCCl)CCCl. Cell line: EKVX. Synergy scores: CSS=-3.71, Synergy_ZIP=8.72, Synergy_Bliss=-4.31, Synergy_Loewe=-9.29, Synergy_HSA=-6.86. (2) Drug 1: C1=CC(=C2C(=C1NCCNCCO)C(=O)C3=C(C=CC(=C3C2=O)O)O)NCCNCCO. Drug 2: C#CCC(CC1=CN=C2C(=N1)C(=NC(=N2)N)N)C3=CC=C(C=C3)C(=O)NC(CCC(=O)O)C(=O)O. Cell line: SK-OV-3. Synergy scores: CSS=42.5, Synergy_ZIP=-4.46, Synergy_Bliss=-5.12, Synergy_Loewe=-4.72, Synergy_HSA=-4.53. (3) Drug 1: C1=CC(=CC=C1CCCC(=O)O)N(CCCl)CCCl. Drug 2: C(=O)(N)NO. Cell line: PC-3. Synergy scores: CSS=20.2, Synergy_ZIP=-8.05, Synergy_Bliss=-7.76, Synergy_Loewe=-8.74, Synergy_HSA=-5.64. (4) Drug 1: COCCOC1=C(C=C2C(=C1)C(=NC=N2)NC3=CC=CC(=C3)C#C)OCCOC. Drug 2: CC1CCC2CC(C(=CC=CC=CC(CC(C(=O)C(C(C(=CC(C(=O)CC(OC(=O)C3CCCCN3C(=O)C(=O)C1(O2)O)C(C)CC4CCC(C(C4)OC)OP(=O)(C)C)C)C)O)OC)C)C)C)OC. Cell line: HCT116. Synergy scores: CSS=24.7, Synergy_ZIP=1.97, Synergy_Bliss=5.22, Synergy_Loewe=5.95, Synergy_HSA=5.60. (5) Drug 1: CC1=C(C(CCC1)(C)C)C=CC(=CC=CC(=CC(=O)O)C)C. Drug 2: CC12CCC3C(C1CCC2OP(=O)(O)O)CCC4=C3C=CC(=C4)OC(=O)N(CCCl)CCCl.[Na+]. Cell line: A549. Synergy scores: CSS=23.5, Synergy_ZIP=-3.26, Synergy_Bliss=-1.74, Synergy_Loewe=0.288, Synergy_HSA=1.65. (6) Drug 1: CC12CCC(CC1=CCC3C2CCC4(C3CC=C4C5=CN=CC=C5)C)O. Drug 2: CN1C(=O)N2C=NC(=C2N=N1)C(=O)N. Cell line: K-562. Synergy scores: CSS=14.3, Synergy_ZIP=0.171, Synergy_Bliss=3.88, Synergy_Loewe=-12.0, Synergy_HSA=-1.28. (7) Drug 1: C1CC(C1)(C(=O)O)C(=O)O.[NH2-].[NH2-].[Pt+2]. Drug 2: CC1C(C(CC(O1)OC2CC(CC3=C2C(=C4C(=C3O)C(=O)C5=C(C4=O)C(=CC=C5)OC)O)(C(=O)CO)O)N)O.Cl. Cell line: HOP-92. Synergy scores: CSS=22.5, Synergy_ZIP=-3.81, Synergy_Bliss=4.51, Synergy_Loewe=-12.1, Synergy_HSA=2.13. (8) Drug 1: CS(=O)(=O)OCCCCOS(=O)(=O)C. Drug 2: C1CC(=O)NC(=O)C1N2C(=O)C3=CC=CC=C3C2=O. Cell line: HL-60(TB). Synergy scores: CSS=50.8, Synergy_ZIP=12.7, Synergy_Bliss=7.06, Synergy_Loewe=6.61, Synergy_HSA=6.49.